Regression. Given a peptide amino acid sequence and an MHC pseudo amino acid sequence, predict their binding affinity value. This is MHC class I binding data. From a dataset of Peptide-MHC class I binding affinity with 185,985 pairs from IEDB/IMGT. (1) The peptide sequence is RYRRLIQIL. The MHC is HLA-A01:01 with pseudo-sequence HLA-A01:01. The binding affinity (normalized) is 0.0847. (2) The binding affinity (normalized) is 0. The MHC is HLA-B18:01 with pseudo-sequence HLA-B18:01. The peptide sequence is YECLYRNRDV. (3) The binding affinity (normalized) is 0.657. The MHC is HLA-A02:02 with pseudo-sequence HLA-A02:02. The peptide sequence is ILEDQNCKL. (4) The peptide sequence is RYFSVTRPL. The MHC is HLA-A03:01 with pseudo-sequence HLA-A03:01. The binding affinity (normalized) is 0.0847. (5) The peptide sequence is ANPGRVKDW. The MHC is HLA-A01:01 with pseudo-sequence HLA-A01:01. The binding affinity (normalized) is 0.0847. (6) The peptide sequence is ELQAQIAEL. The MHC is HLA-A02:02 with pseudo-sequence HLA-A02:02. The binding affinity (normalized) is 0.360. (7) The peptide sequence is KINRQILDNA. The MHC is HLA-A02:01 with pseudo-sequence HLA-A02:01. The binding affinity (normalized) is 0. (8) The peptide sequence is DVCGMFTNR. The MHC is HLA-A66:01 with pseudo-sequence HLA-A66:01. The binding affinity (normalized) is 0.132. (9) The peptide sequence is VCEEFFHQK. The MHC is HLA-A11:01 with pseudo-sequence HLA-A11:01. The binding affinity (normalized) is 0.406.